This data is from Full USPTO retrosynthesis dataset with 1.9M reactions from patents (1976-2016). The task is: Predict the reactants needed to synthesize the given product. (1) The reactants are: [CH3:1][C:2]1[CH:3]=[C:4]([CH:9]2[CH2:14][N:13]([C:15]([O:17]C3C=CC([N+]([O-])=O)=CC=3)=O)[CH2:12][CH:11]([C:27]([O:29][CH3:30])=[O:28])[CH2:10]2)[CH:5]=[CH:6][C:7]=1[CH3:8].[OH:31][CH:32]1[CH2:37][CH2:36][NH:35][CH2:34][CH2:33]1.C(=O)([O-])[O-].[K+].[K+]. Given the product [CH3:1][C:2]1[CH:3]=[C:4]([CH:9]2[CH2:14][N:13]([C:15]([N:35]3[CH2:36][CH2:37][CH:32]([OH:31])[CH2:33][CH2:34]3)=[O:17])[CH2:12][CH:11]([C:27]([O:29][CH3:30])=[O:28])[CH2:10]2)[CH:5]=[CH:6][C:7]=1[CH3:8], predict the reactants needed to synthesize it. (2) Given the product [N+:13]([C:9]1[CH:10]=[CH:11][CH:12]=[C:3]2[C:4]=1[C:5](=[O:7])[N:33]([C@@H:27]([C:21]1[CH:22]=[CH:23][C:24]([O:25][CH3:26])=[C:19]([O:18][CH2:16][CH3:17])[CH:20]=1)[CH2:28][S:29]([CH3:32])(=[O:31])=[O:30])[CH2:2]2)([O-:15])=[O:14], predict the reactants needed to synthesize it. The reactants are: Br[CH2:2][C:3]1[CH:12]=[CH:11][CH:10]=[C:9]([N+:13]([O-:15])=[O:14])[C:4]=1[C:5]([O:7]C)=O.[CH2:16]([O:18][C:19]1[CH:20]=[C:21]([C@H:27]([NH2:33])[CH2:28][S:29]([CH3:32])(=[O:31])=[O:30])[CH:22]=[CH:23][C:24]=1[O:25][CH3:26])[CH3:17].C(=O)([O-])O.[Na+]. (3) Given the product [CH3:12][O:13][C:14]1[CH:22]=[CH:21][C:20]([O:23][CH3:24])=[CH:19][C:15]=1[C:16]1[O:1][N:2]=[C:3]([C:5]2[C:10]([CH3:11])=[CH:9][CH:8]=[CH:7][N:6]=2)[N:4]=1, predict the reactants needed to synthesize it. The reactants are: [OH:1][NH:2][C:3]([C:5]1[C:10]([CH3:11])=[CH:9][CH:8]=[CH:7][N:6]=1)=[NH:4].[CH3:12][O:13][C:14]1[CH:22]=[CH:21][C:20]([O:23][CH3:24])=[CH:19][C:15]=1[C:16](O)=O. (4) Given the product [F:34][CH:2]([C:9]1[CH:10]=[C:11]([N:15]([CH2:21][C:22]2[CH:23]=[N:24][CH:25]=[CH:26][CH:27]=2)[S:16]([CH2:19][CH3:20])(=[O:18])=[O:17])[CH:12]=[CH:13][CH:14]=1)[C:3]1[CH:8]=[CH:7][CH:6]=[CH:5][CH:4]=1, predict the reactants needed to synthesize it. The reactants are: O[CH:2]([C:9]1[CH:10]=[C:11]([N:15]([CH2:21][C:22]2[CH:23]=[N:24][CH:25]=[CH:26][CH:27]=2)[S:16]([CH2:19][CH3:20])(=[O:18])=[O:17])[CH:12]=[CH:13][CH:14]=1)[C:3]1[CH:8]=[CH:7][CH:6]=[CH:5][CH:4]=1.CCN(S(F)(F)[F:34])CC.C([O-])(O)=O.[Na+]. (5) Given the product [OH:2][C:3]1[CH:12]=[CH:11][C:10]2[CH2:9][N:8]([C:13]([C:15]3[CH:16]=[N:17][CH:18]=[CH:19][CH:20]=3)=[O:14])[CH2:7][CH2:6][C:5]=2[C:4]=1[CH:21]=[O:22], predict the reactants needed to synthesize it. The reactants are: C[O:2][C:3]1[CH:12]=[CH:11][C:10]2[CH2:9][N:8]([C:13]([C:15]3[CH:16]=[N:17][CH:18]=[CH:19][CH:20]=3)=[O:14])[CH2:7][CH2:6][C:5]=2[C:4]=1[CH:21]=[O:22].B(Br)(Br)Br. (6) Given the product [CH:14]1([C:12]2[NH:11][N:10]=[C:9]([NH:8][C:6]3[C:5]([N+:17]([O-:19])=[O:18])=[CH:4][CH:3]=[C:2]([NH:30][C@H:28]([C:25]4[CH:24]=[CH:23][C:22]([F:21])=[CH:27][N:26]=4)[CH3:29])[N:7]=3)[CH:13]=2)[CH2:16][CH2:15]1, predict the reactants needed to synthesize it. The reactants are: Cl[C:2]1[N:7]=[C:6]([NH:8][C:9]2[CH:13]=[C:12]([CH:14]3[CH2:16][CH2:15]3)[NH:11][N:10]=2)[C:5]([N+:17]([O-:19])=[O:18])=[CH:4][CH:3]=1.Cl.[F:21][C:22]1[CH:23]=[CH:24][C:25]([C@@H:28]([NH2:30])[CH3:29])=[N:26][CH:27]=1.C(N(C(C)C)CC)(C)C.